Dataset: Forward reaction prediction with 1.9M reactions from USPTO patents (1976-2016). Task: Predict the product of the given reaction. (1) The product is: [NH3:3].[CH3:32][OH:33].[C@H:10]1([CH2:9][NH:8][C:6]2[C:5]([F:20])=[CH:4][N:3]=[C:2]([NH:21][C:22]3[CH:23]=[CH:24][C:25]([O:35][CH:36]4[CH2:39][O:38][CH2:37]4)=[C:26]([N:28]4[C:32](=[O:33])[N:31]([CH3:34])[N:30]=[N:29]4)[CH:27]=3)[N:7]=2)[C@@H:19]2[N:14]([CH2:15][CH2:16][CH2:17][CH2:18]2)[CH2:13][CH2:12][CH2:11]1. Given the reactants Cl[C:2]1[N:7]=[C:6]([NH:8][CH2:9][C@H:10]2[C@@H:19]3[N:14]([CH2:15][CH2:16][CH2:17][CH2:18]3)[CH2:13][CH2:12][CH2:11]2)[C:5]([F:20])=[CH:4][N:3]=1.[NH2:21][C:22]1[CH:23]=[CH:24][C:25]([O:35][CH:36]2[CH2:39][O:38][CH2:37]2)=[C:26]([N:28]2[C:32](=[O:33])[N:31]([CH3:34])[N:30]=[N:29]2)[CH:27]=1.C1C=CC(P(C2C(C3C(P(C4C=CC=CC=4)C4C=CC=CC=4)=CC=C4C=3C=CC=C4)=C3C(C=CC=C3)=CC=2)C2C=CC=CC=2)=CC=1.C([O-])([O-])=O.[Cs+].[Cs+], predict the reaction product. (2) Given the reactants [C:1]([C:5]1[CH:10]=[CH:9][C:8]([S:11]([N:14]2[C:20]3[CH:21]=[C:22]([C:25]4[N:29]=[C:28]([CH2:30][OH:31])[O:27][N:26]=4)[CH:23]=[CH:24][C:19]=3[NH:18][C:17]3[N:32]=[C:33]([C:36]([F:39])([F:38])[F:37])[CH:34]=[CH:35][C:16]=3[CH2:15]2)(=[O:13])=[O:12])=[CH:7][CH:6]=1)([CH3:4])([CH3:3])[CH3:2].[I:40]N1C(=O)CCC1=O.FC(F)(F)C(O)=O, predict the reaction product. The product is: [C:1]([C:5]1[CH:10]=[CH:9][C:8]([S:11]([N:14]2[C:20]3[CH:21]=[C:22]([C:25]4[N:29]=[C:28]([CH2:30][OH:31])[O:27][N:26]=4)[CH:23]=[C:24]([I:40])[C:19]=3[NH:18][C:17]3[N:32]=[C:33]([C:36]([F:38])([F:37])[F:39])[CH:34]=[CH:35][C:16]=3[CH2:15]2)(=[O:12])=[O:13])=[CH:7][CH:6]=1)([CH3:4])([CH3:2])[CH3:3]. (3) Given the reactants Cl.[CH2:2]([O:9][C:10](=[O:16])[C@@H:11]([NH2:15])[CH2:12][CH2:13][Br:14])[C:3]1[CH:8]=[CH:7][CH:6]=[CH:5][CH:4]=1.C(N(CC)CC)C.[CH3:24][C:25]([O:28][C:29](O[C:29]([O:28][C:25]([CH3:27])([CH3:26])[CH3:24])=[O:30])=[O:30])([CH3:27])[CH3:26], predict the reaction product. The product is: [CH2:2]([O:9][C:10](=[O:16])[C@@H:11]([NH:15][C:29]([O:28][C:25]([CH3:27])([CH3:26])[CH3:24])=[O:30])[CH2:12][CH2:13][Br:14])[C:3]1[CH:8]=[CH:7][CH:6]=[CH:5][CH:4]=1. (4) Given the reactants [C:1]([NH:4][C:5]1[S:20][C:8]2[CH2:9][N:10]([C:13]([O:15][C:16]([CH3:19])([CH3:18])[CH3:17])=[O:14])[CH2:11][CH2:12][C:7]=2[C:6]=1[C:21]1[N:22]=[N:23][NH:24][N:25]=1)(=[O:3])[CH3:2].[C:26](=O)([O-])[O-].[K+].[K+].CI, predict the reaction product. The product is: [C:1]([NH:4][C:5]1[S:20][C:8]2[CH2:9][N:10]([C:13]([O:15][C:16]([CH3:19])([CH3:18])[CH3:17])=[O:14])[CH2:11][CH2:12][C:7]=2[C:6]=1[C:21]1[N:22]=[N:23][N:24]([CH3:26])[N:25]=1)(=[O:3])[CH3:2]. (5) Given the reactants [CH2:1]([O:3][C:4]([C:6]1[CH:7]([C:25]2[CH:30]=[CH:29][C:28]([C:31]#[N:32])=[CH:27][C:26]=2[C:33]([O:35]C)=[O:34])[N:8]([CH3:24])[C:9](=[O:23])[N:10]([C:13]2[CH:18]=[CH:17][CH:16]=[C:15]([C:19]([F:22])([F:21])[F:20])[CH:14]=2)[C:11]=1[CH3:12])=[O:5])[CH3:2].[OH-].[Li+].O.Cl, predict the reaction product. The product is: [CH2:1]([O:3][C:4]([C:6]1[CH:7]([C:25]2[CH:30]=[CH:29][C:28]([C:31]#[N:32])=[CH:27][C:26]=2[C:33]([OH:35])=[O:34])[N:8]([CH3:24])[C:9](=[O:23])[N:10]([C:13]2[CH:18]=[CH:17][CH:16]=[C:15]([C:19]([F:20])([F:22])[F:21])[CH:14]=2)[C:11]=1[CH3:12])=[O:5])[CH3:2]. (6) Given the reactants BrC1C2C=NC=CC=2N(CCCS(C)(=O)=O)C=1C[N:19]1[C:23]2[CH:24]=[N:25][CH:26]=[CH:27][C:22]=2[N:21]([CH:28]2[CH2:30][CH2:29]2)[C:20]1=[O:31].[Cl:32][C:33]1[CH:34]=[C:35]2[CH:41]=[C:40]([CH2:42]O)[N:39]([CH2:44][CH2:45][CH2:46][CH2:47][F:48])[C:36]2=[CH:37][N:38]=1, predict the reaction product. The product is: [Cl:32][C:33]1[CH:34]=[C:35]2[CH:41]=[C:40]([CH2:42][N:19]3[C:23]4[CH:24]=[N:25][CH:26]=[CH:27][C:22]=4[N:21]([CH:28]4[CH2:29][CH2:30]4)[C:20]3=[O:31])[N:39]([CH2:44][CH2:45][CH2:46][CH2:47][F:48])[C:36]2=[CH:37][N:38]=1.